Dataset: Catalyst prediction with 721,799 reactions and 888 catalyst types from USPTO. Task: Predict which catalyst facilitates the given reaction. (1) Reactant: [NH2:1][C:2]1[C:7]([C:8]2[O:12][N:11]=[C:10]([CH2:13][C:14]3[CH:19]=[CH:18][C:17]([OH:20])=[CH:16][CH:15]=3)[CH:9]=2)=[CH:6][CH:5]=[CH:4][N:3]=1.O1CCCC1.[OH-].[Na+].Cl[CH2:29][C:30]1[S:31][CH:32]=[CH:33][N:34]=1. Product: [S:31]1[CH:32]=[CH:33][N:34]=[C:30]1[CH2:29][O:20][C:17]1[CH:18]=[CH:19][C:14]([CH2:13][C:10]2[CH:9]=[C:8]([C:7]3[C:2]([NH2:1])=[N:3][CH:4]=[CH:5][CH:6]=3)[O:12][N:11]=2)=[CH:15][CH:16]=1. The catalyst class is: 9. (2) Reactant: Cl.[NH2:2][CH2:3][CH2:4][N:5]1[C:9]2[CH:10]=[CH:11][CH:12]=[CH:13][C:8]=2[NH:7][C:6]1=[O:14].[C:15](O[C:15]([O:16][C:17]([CH3:20])([CH3:19])[CH3:18])=[O:21])(=[O:21])[O:16][C:17]([CH3:20])([CH3:19])[CH3:18]. Product: [C:17]([O:16][C:15](=[O:21])[NH:2][CH2:3][CH2:4][N:5]1[C:9]2[CH:10]=[CH:11][CH:12]=[CH:13][C:8]=2[NH:7][C:6]1=[O:14])([CH3:20])([CH3:19])[CH3:18]. The catalyst class is: 1. (3) The catalyst class is: 2. Reactant: [C:1]([O:9][CH2:10][CH3:11])([O:6][CH2:7][CH3:8])(OCC)[CH3:2].N1C=CC=CC=1.[F:18][C:19]([F:30])([F:29])[C:20](O[C:20](=[O:21])[C:19]([F:30])([F:29])[F:18])=[O:21]. Product: [CH2:10]([O:9][C:1]([O:6][CH2:7][CH3:8])=[CH:2][C:20](=[O:21])[C:19]([F:30])([F:29])[F:18])[CH3:11]. (4) Reactant: Cl[C:2]1[C:11]2[C:6](=[C:7]([Cl:12])[CH:8]=[CH:9][CH:10]=2)[N:5]=[CH:4][N:3]=1.[Cl:13][C:14]1[CH:19]=[CH:18][C:17]([O:20][CH3:21])=[CH:16][C:15]=1B(O)O.C([O-])([O-])=O.[Na+].[Na+]. Product: [Cl:12][C:7]1[CH:8]=[CH:9][CH:10]=[C:11]2[C:6]=1[N:5]=[CH:4][N:3]=[C:2]2[C:15]1[CH:16]=[C:17]([O:20][CH3:21])[CH:18]=[CH:19][C:14]=1[Cl:13]. The catalyst class is: 762. (5) Reactant: [CH2:1]([O:8][C:9]([NH:11][C@@H:12]1[CH2:24][C:23]2[C:22]3[C:17](=[CH:18][CH:19]=[C:20]([F:25])[CH:21]=3)[N:16]([CH2:26][C:27]([O:29][CH2:30][CH3:31])=[O:28])[C:15]=2[CH2:14][CH2:13]1)=[O:10])[C:2]1[CH:7]=[CH:6][CH:5]=[CH:4][CH:3]=1.CC(O)=O. Product: [CH2:1]([O:8][C:9]([NH:11][CH:12]1[CH2:24][C:23]2[C:22]3[C:17](=[CH:18][CH:19]=[C:20]([F:25])[CH:21]=3)[N:16]([CH2:26][C:27]([O:29][CH2:30][CH3:31])=[O:28])[C:15]=2[CH2:14][CH2:13]1)=[O:10])[C:2]1[CH:3]=[CH:4][CH:5]=[CH:6][CH:7]=1. The catalyst class is: 50. (6) Reactant: [CH3:1][C:2]1([C:16]([O:18][CH3:19])=[O:17])[C:7](=[O:8])[CH2:6][CH2:5][N:4]([C:9]([O:11][C:12]([CH3:15])([CH3:14])[CH3:13])=[O:10])[CH2:3]1.C(O)(=O)C.C([BH3-])#N.[Na+].O. Product: [OH:8][CH:7]1[CH2:6][CH2:5][N:4]([C:9]([O:11][C:12]([CH3:13])([CH3:14])[CH3:15])=[O:10])[CH2:3][C:2]1([CH3:1])[C:16]([O:18][CH3:19])=[O:17]. The catalyst class is: 5.